Binary Classification. Given a miRNA mature sequence and a target amino acid sequence, predict their likelihood of interaction. From a dataset of Experimentally validated miRNA-target interactions with 360,000+ pairs, plus equal number of negative samples. The protein sequence of the target gene is MHVMNCVSLASDKENGTLATAAAFMTGQTSPSASPPPPPPPPPPPPCPHSGEGFSPSPPPPLPPPLPGGPPIPPPPPPGLPSVSYLNGYSSLGKKKRMRSFFWKTIPEEQVRGKTNIWTLAAKQQHQYQIDKKTIEELFGQQEDTSKASLPKRGGALNSSFRDAREEVTVLDAKRSMNIGIFLKQFKKSPQSIVEDIYQGKSEHYGSETLREILKLLPESEEVKKLKAFNGDVSKLSLADSFLHCLIQVPNYSLRIEAMVLKKEFLPSCSSLFKDIRTLRAATKELMLCEELHSILHLVL.... Result: 0 (no interaction). The miRNA is hsa-miR-6786-5p with sequence GCGGUGGGGCCGGAGGGGCGU.